This data is from Full USPTO retrosynthesis dataset with 1.9M reactions from patents (1976-2016). The task is: Predict the reactants needed to synthesize the given product. (1) Given the product [Cl:1][C:2]1[CH:7]=[CH:6][C:5]([C:8]2([CH2:13][C:31]#[N:32])[CH2:12][CH2:11][CH2:10][CH2:9]2)=[CH:4][CH:3]=1, predict the reactants needed to synthesize it. The reactants are: [Cl:1][C:2]1[CH:7]=[CH:6][C:5]([C:8]2([CH2:13]OS(C)(=O)=O)[CH2:12][CH2:11][CH2:10][CH2:9]2)=[CH:4][CH:3]=1.C1(C2(C[C:31]#[N:32])CCCC2)C=CC=CC=1. (2) Given the product [Cl:1][C:2]1[C:19]([Cl:20])=[CH:18][C:5]2[N:6]([C@H:9]3[CH2:14][C@H:13]([OH:15])[C@@H:12]([CH2:16][O:17][Si:31]([C:34]([CH3:37])([CH3:36])[CH3:35])([CH3:33])[CH3:32])[O:11][CH2:10]3)[CH:7]=[N:8][C:4]=2[CH:3]=1, predict the reactants needed to synthesize it. The reactants are: [Cl:1][C:2]1[C:19]([Cl:20])=[CH:18][C:5]2[N:6]([C@H:9]3[CH2:14][C@H:13]([OH:15])[C@@H:12]([CH2:16][OH:17])[O:11][CH2:10]3)[CH:7]=[N:8][C:4]=2[CH:3]=1.CN(C=O)C.N1C=CN=C1.[Si:31](Cl)([C:34]([CH3:37])([CH3:36])[CH3:35])([CH3:33])[CH3:32]. (3) Given the product [F:24][C:17]1[CH:18]=[CH:19][C:20]([O:22][CH3:23])=[CH:21][C:16]=1[C:13]1[N:14]=[CH:15][C:10]([CH2:9][OH:8])=[CH:11][C:12]=1[CH2:25][C:26]([CH3:29])([CH3:28])[CH3:27], predict the reactants needed to synthesize it. The reactants are: [Si]([O:8][CH2:9][C:10]1[CH:11]=[C:12]([CH2:25][C:26]([CH3:29])([CH3:28])[CH3:27])[C:13]([C:16]2[CH:21]=[C:20]([O:22][CH3:23])[CH:19]=[CH:18][C:17]=2[F:24])=[N:14][CH:15]=1)(C(C)(C)C)(C)C.[F-].C([N+](CCCC)(CCCC)CCCC)CCC.O. (4) Given the product [C:38]([O:37][C:35](=[O:36])[CH2:34][N:20]1[C:21]2[C:26](=[CH:25][CH:24]=[CH:23][CH:22]=2)[C:18]([CH2:17][N:14]2[CH2:13][CH2:12][CH:11]([C:5]3[C:4]([Cl:3])=[CH:9][CH:8]=[CH:7][C:6]=3[Cl:10])[CH2:16][CH2:15]2)=[C:19]1[C:27]1[CH:32]=[CH:31][CH:30]=[CH:29][CH:28]=1)([CH3:41])([CH3:40])[CH3:39], predict the reactants needed to synthesize it. The reactants are: [H-].[Na+].[Cl:3][C:4]1[CH:9]=[CH:8][CH:7]=[C:6]([Cl:10])[C:5]=1[CH:11]1[CH2:16][CH2:15][N:14]([CH2:17][C:18]2[C:26]3[C:21](=[CH:22][CH:23]=[CH:24][CH:25]=3)[NH:20][C:19]=2[C:27]2[CH:32]=[CH:31][CH:30]=[CH:29][CH:28]=2)[CH2:13][CH2:12]1.Br[CH2:34][C:35]([O:37][C:38]([CH3:41])([CH3:40])[CH3:39])=[O:36].O. (5) Given the product [CH2:1]1[CH:9]2[N:4]([CH2:5][CH2:6][CH:7]([C:10]3[C:18]4[C:13](=[CH:14][CH:15]=[N:16][CH:17]=4)[N:12]([S:29]([C:20]4[CH:21]=[CH:22][C:23]5[C:28](=[CH:27][CH:26]=[CH:25][CH:24]=5)[CH:19]=4)(=[O:31])=[O:30])[CH:11]=3)[CH2:8]2)[CH2:3][CH2:2]1, predict the reactants needed to synthesize it. The reactants are: [CH2:1]1[CH:9]2[N:4]([CH2:5][CH2:6][CH:7]([C:10]3[C:18]4[C:13](=[CH:14][CH:15]=[N:16][CH:17]=4)[NH:12][CH:11]=3)[CH2:8]2)[CH2:3][CH2:2]1.[CH:19]1[C:28]2[C:23](=[CH:24][CH:25]=[CH:26][CH:27]=2)[CH:22]=[CH:21][C:20]=1[S:29](Cl)(=[O:31])=[O:30].C[Si]([N-][Si](C)(C)C)(C)C.[Na+].